Dataset: Full USPTO retrosynthesis dataset with 1.9M reactions from patents (1976-2016). Task: Predict the reactants needed to synthesize the given product. Given the product [C:44]([CH:40]1[CH2:41][CH2:42][CH2:43][CH:38]([NH:37][C:35](=[O:36])[CH2:34][C:24]2[CH:25]=[C:26]([CH:32]=[CH:33][C:23]=2[O:22][CH2:21][CH2:20][CH2:19][C:16]2[CH:15]=[CH:14][C:13]([O:12][CH2:11][CH2:10][CH2:9][CH2:8][O:7][CH:1]3[CH2:6][CH2:5][CH2:4][CH2:3][CH2:2]3)=[CH:18][CH:17]=2)[C:27]([OH:29])=[O:28])[CH2:39]1)([OH:46])=[O:45], predict the reactants needed to synthesize it. The reactants are: [CH:1]1([O:7][CH2:8][CH2:9][CH2:10][CH2:11][O:12][C:13]2[CH:18]=[CH:17][C:16]([CH2:19][CH2:20][CH2:21][O:22][C:23]3[CH:33]=[CH:32][C:26]([C:27]([O:29]CC)=[O:28])=[CH:25][C:24]=3[CH2:34][C:35]([NH:37][CH:38]3[CH2:43][CH2:42][CH2:41][CH:40]([C:44]([O:46]C)=[O:45])[CH2:39]3)=[O:36])=[CH:15][CH:14]=2)[CH2:6][CH2:5][CH2:4][CH2:3][CH2:2]1.[OH-].[Na+].